This data is from Reaction yield outcomes from USPTO patents with 853,638 reactions. The task is: Predict the reaction yield, written as a fraction of the theoretical maximum amount of product (1.0 means a 100% yield; for example, 0.34 means a 34% yield). (1) No catalyst specified. The yield is 0.210. The product is [NH2:38][C@@H:7]1[C@H:11]2[O:12][CH2:13][C@H:14]([C:15]#[N:16])[C@H:10]2[O:9][CH2:8]1. The reactants are C([Si](C)(C)O[C@H:7]1[C@H:11]2[O:12][CH2:13][C@H:14]([C:15]#[N:16])[C@H:10]2[O:9][CH2:8]1)(C)(C)C.O1C2C=CC(C#C[C@@H]3[C@H]4OC[C@H]([NH2:38])[C@H]4OC3)=CC=2OC1.FC(F)(F)S(OS(C(F)(F)F)(=O)=O)(=O)=O.N1C=CC=CC=1.[N-]=[N+]=[N-].[Na+]. (2) The reactants are [H-].[Na+].[Br:3][C:4]1[C:10]([O:11][CH3:12])=[CH:9][C:7]([NH2:8])=[C:6]([N+:13]([O-:15])=[O:14])[CH:5]=1.Cl[CH2:17][C:18]1[CH:28]=[CH:27][C:21]2[N:22]=[C:23]([S:25][CH3:26])[S:24][C:20]=2[CH:19]=1. The catalyst is CN(C=O)C. The product is [Br:3][C:4]1[C:10]([O:11][CH3:12])=[CH:9][C:7]([NH:8][CH2:17][C:18]2[CH:28]=[CH:27][C:21]3[N:22]=[C:23]([S:25][CH3:26])[S:24][C:20]=3[CH:19]=2)=[C:6]([N+:13]([O-:15])=[O:14])[CH:5]=1. The yield is 0.250. (3) The reactants are [CH3:1][C:2]([C:8]1[NH:9][C:10]2[C:15]([CH:16]=1)=[CH:14][C:13]([N+:17]([O-])=O)=[CH:12][CH:11]=2)([CH3:7])[C:3]([O:5][CH3:6])=[O:4]. The catalyst is [Ni].CO. The product is [NH2:17][C:13]1[CH:14]=[C:15]2[C:10](=[CH:11][CH:12]=1)[NH:9][C:8]([C:2]([CH3:7])([CH3:1])[C:3]([O:5][CH3:6])=[O:4])=[CH:16]2. The yield is 0.380. (4) The reactants are [OH:1][CH2:2][CH2:3][CH2:4][C:5]1[CH:10]=[CH:9][C:8]([C:11]2[CH:16]=[CH:15][N:14]([CH2:17][CH2:18][C:19]([CH3:34])([S:30]([CH3:33])(=[O:32])=[O:31])[C:20]([NH:22][O:23]C3CCCCO3)=[O:21])[C:13](=[O:35])[CH:12]=2)=[CH:7][CH:6]=1.Cl. The catalyst is O1CCOCC1.CO. The product is [OH:23][NH:22][C:20](=[O:21])[C:19]([CH3:34])([S:30]([CH3:33])(=[O:32])=[O:31])[CH2:18][CH2:17][N:14]1[CH:15]=[CH:16][C:11]([C:8]2[CH:9]=[CH:10][C:5]([CH2:4][CH2:3][CH2:2][OH:1])=[CH:6][CH:7]=2)=[CH:12][C:13]1=[O:35]. The yield is 0.924.